This data is from Catalyst prediction with 721,799 reactions and 888 catalyst types from USPTO. The task is: Predict which catalyst facilitates the given reaction. (1) Reactant: [CH2:1]1[N:6]([CH:7]([C:11]2[S:12][CH:13]=[CH:14][N:15]=2)[C:8]([NH2:10])=[O:9])[CH2:5][CH2:4][N:3]2[CH2:16][CH2:17][CH2:18][C@H:2]12.[F:19][C:20]([F:34])([F:33])[C:21]1[CH:22]=[C:23]([NH:31]N)[CH:24]=[C:25]([C:27]([F:30])([F:29])[F:28])[CH:26]=1. Product: [F:19][C:20]([F:33])([F:34])[C:21]1[CH:22]=[C:23]([NH:31][NH:10][C:8](=[O:9])[CH:7]([N:6]2[CH2:5][CH2:4][N:3]3[CH2:16][CH2:17][CH2:18][C@@H:2]3[CH2:1]2)[C:11]2[S:12][CH:13]=[CH:14][N:15]=2)[CH:24]=[C:25]([C:27]([F:28])([F:30])[F:29])[CH:26]=1. The catalyst class is: 64. (2) The catalyst class is: 97. Reactant: C([N:9]([CH2:27][CH2:28][C:29]1[CH:34]=[CH:33][C:32]([O:35][CH3:36])=[C:31]([O:37][CH3:38])[CH:30]=1)[CH2:10][C@@H:11]([C:13]1[CH:18]=[CH:17][C:16]([O:19][CH2:20][C:21]2[CH:26]=[CH:25][CH:24]=[CH:23][CH:22]=2)=[CH:15][CH:14]=1)[OH:12])(=O)C1C=CC=CC=1.[OH-].[K+].[ClH:41].CCOCC. Product: [ClH:41].[CH2:20]([O:19][C:16]1[CH:15]=[CH:14][C:13]([C@@H:11]([OH:12])[CH2:10][NH:9][CH2:27][CH2:28][C:29]2[CH:34]=[CH:33][C:32]([O:35][CH3:36])=[C:31]([O:37][CH3:38])[CH:30]=2)=[CH:18][CH:17]=1)[C:21]1[CH:26]=[CH:25][CH:24]=[CH:23][CH:22]=1. (3) Reactant: [Br:1][C:2]1[CH:11]=[CH:10][C:9]([S:12]([OH:15])(=O)=[O:13])=[C:8]2[C:3]=1[CH:4]=[CH:5][N:6]=[CH:7]2.P(Cl)(Cl)(Cl)(Cl)[Cl:17]. Product: [Br:1][C:2]1[CH:11]=[CH:10][C:9]([S:12]([Cl:17])(=[O:15])=[O:13])=[C:8]2[C:3]=1[CH:4]=[CH:5][N:6]=[CH:7]2. The catalyst class is: 265. (4) Reactant: Cl.FC1C=C(C=CC=1)CN1C=C(C2C3C(=NC=C(C4C=CC(C5CCNCC5)=CC=4)C=3)N(S(C3C=CC(C)=CC=3)(=O)=O)C=2)C=N1.[F:46][C:47]1[CH:48]=[C:49]([CH:90]=[CH:91][CH:92]=1)[CH2:50][N:51]1[CH:55]=[C:54]([C:56]2[C:64]3[C:59](=[N:60][CH:61]=[C:62]([C:65]4[CH:70]=[CH:69][C:68]([N:71]5[CH2:76][CH2:75][N:74]([C:77]([NH2:79])=[O:78])[CH2:73][CH2:72]5)=[CH:67][CH:66]=4)[CH:63]=3)[N:58](S(C3C=CC(C)=CC=3)(=O)=O)[CH:57]=2)[CH:53]=[N:52]1.[OH-].[Li+]. Product: [F:46][C:47]1[CH:48]=[C:49]([CH:90]=[CH:91][CH:92]=1)[CH2:50][N:51]1[CH:55]=[C:54]([C:56]2[C:64]3[C:59](=[N:60][CH:61]=[C:62]([C:65]4[CH:66]=[CH:67][C:68]([N:71]5[CH2:76][CH2:75][N:74]([C:77]([NH2:79])=[O:78])[CH2:73][CH2:72]5)=[CH:69][CH:70]=4)[CH:63]=3)[NH:58][CH:57]=2)[CH:53]=[N:52]1. The catalyst class is: 87. (5) Reactant: [C:1]([O:5][C:6](=[O:18])[NH:7][C:8]1[CH:13]=[CH:12][C:11]([Br:14])=[C:10]([N+:15]([O-:17])=[O:16])[N:9]=1)([CH3:4])([CH3:3])[CH3:2].[CH2:19]1CCN2C(=NCCC2)CC1.CI. Product: [C:1]([O:5][C:6](=[O:18])[N:7]([C:8]1[CH:13]=[CH:12][C:11]([Br:14])=[C:10]([N+:15]([O-:17])=[O:16])[N:9]=1)[CH3:19])([CH3:4])([CH3:2])[CH3:3]. The catalyst class is: 3. (6) Reactant: [Br:1][C:2]1[CH:9]=[CH:8][C:5]([CH:6]=O)=[CH:4][CH:3]=1.[F:10][C:11]([F:21])([F:20])[C:12]1[CH:19]=[CH:18][C:15]([CH2:16][NH2:17])=[CH:14][CH:13]=1.O.[BH4-].[Na+].[Cl-:25].[Na+].O. The catalyst class is: 11. Product: [ClH:25].[Br:1][C:2]1[CH:9]=[CH:8][C:5]([CH2:6][NH:17][CH2:16][C:15]2[CH:14]=[CH:13][C:12]([C:11]([F:10])([F:20])[F:21])=[CH:19][CH:18]=2)=[CH:4][CH:3]=1.